This data is from Peptide-MHC class II binding affinity with 134,281 pairs from IEDB. The task is: Regression. Given a peptide amino acid sequence and an MHC pseudo amino acid sequence, predict their binding affinity value. This is MHC class II binding data. (1) The peptide sequence is EADYSQIPISINYRT. The MHC is HLA-DPA10201-DPB11401 with pseudo-sequence HLA-DPA10201-DPB11401. The binding affinity (normalized) is 0.369. (2) The peptide sequence is LHLYSHPIILGFRKI. The MHC is DRB1_0901 with pseudo-sequence DRB1_0901. The binding affinity (normalized) is 0.321. (3) The peptide sequence is SSSSSLLAMAVLAAL. The MHC is DRB1_0901 with pseudo-sequence DRB1_0901. The binding affinity (normalized) is 0.625. (4) The peptide sequence is GNTPIFKSGRGCGSC. The MHC is DRB3_0101 with pseudo-sequence DRB3_0101. The binding affinity (normalized) is 0.00826. (5) The peptide sequence is AQVRADRILALDADP. The MHC is HLA-DQA10501-DQB10301 with pseudo-sequence HLA-DQA10501-DQB10301. The binding affinity (normalized) is 0.161. (6) The peptide sequence is AYAQRVYQANRAAGS. The MHC is HLA-DPA10103-DPB10401 with pseudo-sequence HLA-DPA10103-DPB10401. The binding affinity (normalized) is 0. (7) The peptide sequence is AFMVAATAANAAPAN. The MHC is DRB1_0401 with pseudo-sequence DRB1_0401. The binding affinity (normalized) is 0.596. (8) The peptide sequence is SSKAATAKAPGLVPK. The MHC is DRB4_0101 with pseudo-sequence DRB4_0103. The binding affinity (normalized) is 0.0648.